This data is from CYP1A2 inhibition data for predicting drug metabolism from PubChem BioAssay. The task is: Regression/Classification. Given a drug SMILES string, predict its absorption, distribution, metabolism, or excretion properties. Task type varies by dataset: regression for continuous measurements (e.g., permeability, clearance, half-life) or binary classification for categorical outcomes (e.g., BBB penetration, CYP inhibition). Dataset: cyp1a2_veith. (1) The result is 1 (inhibitor). The molecule is O=S(=O)(NCCCCCCc1ccccc1)c1cccc2c(Cl)cccc12. (2) The compound is COc1cccc(Cn2c(NCc3cccnc3)nc3c2c(=O)n(C)c(=O)n3C)c1. The result is 1 (inhibitor). (3) The drug is CN(C(=O)COc1cccc(Br)c1)C1CCS(=O)(=O)C1. The result is 0 (non-inhibitor).